The task is: Predict the product of the given reaction.. This data is from Forward reaction prediction with 1.9M reactions from USPTO patents (1976-2016). (1) The product is: [CH:1]1([C:35]2[CH:36]=[CH:37][C:38]([C:41]([O:43][C:44]([CH3:47])([CH3:46])[CH3:45])=[O:42])=[N:39][CH:40]=2)[CH2:3][CH2:2]1. Given the reactants [CH:1]1(B(O)O)[CH2:3][CH2:2]1.C1(P(C2CCCCC2)C2CCCCC2)CCCCC1.P([O-])([O-])([O-])=O.[K+].[K+].[K+].Br[C:35]1[CH:36]=[CH:37][C:38]([C:41]([O:43][C:44]([CH3:47])([CH3:46])[CH3:45])=[O:42])=[N:39][CH:40]=1, predict the reaction product. (2) Given the reactants F[C:2]1[C:3]([CH3:22])=[N:4][C:5]2[C:10]([N:11]=1)=[C:9]([C:12]1[NH:20][C:19]3[CH2:18][CH2:17][NH:16][C:15](=[O:21])[C:14]=3[CH:13]=1)[CH:8]=[CH:7][CH:6]=2.Cl.Cl.[N:25]1[CH:30]=[CH:29][C:28]([CH:31]([NH2:33])[CH3:32])=[N:27][CH:26]=1.CCN(C(C)C)C(C)C, predict the reaction product. The product is: [CH3:22][C:3]1[C:2]([NH:33][CH:31]([C:28]2[CH:29]=[CH:30][N:25]=[CH:26][N:27]=2)[CH3:32])=[N:11][C:10]2[C:5](=[CH:6][CH:7]=[CH:8][C:9]=2[C:12]2[NH:20][C:19]3[CH2:18][CH2:17][NH:16][C:15](=[O:21])[C:14]=3[CH:13]=2)[N:4]=1. (3) The product is: [CH3:1][CH:2]1[CH2:7][CH2:6][N:5]([C:8]2[C:9]3[CH2:23][C:22]4[CH:21]=[CH:20][CH:19]=[CH:18][C:17]=4[C:10]=3[C:10]3[C:17]4[CH:18]=[CH:19][CH:20]=[CH:21][C:22]=4[CH2:23][C:12]=3[C:13]=2[C:14]#[N:15])[CH2:4][CH2:3]1. Given the reactants [CH3:1][CH:2]1[CH2:7][CH2:6][N:5]([C:8]2[C:9]3[CH2:23][C:22]4[C:17](=[CH:18][CH:19]=[CH:20][CH:21]=4)[C:10]=3O[C:12](=O)[C:13]=2[C:14]#[N:15])[CH2:4][CH2:3]1.[H-].[Na+], predict the reaction product. (4) Given the reactants [CH3:1][O:2][CH2:3][CH2:4][CH2:5][N:6]1[C:14]2[C:9](=[CH:10][CH:11]=[C:12](/[CH:15]=[C:16](\[CH:22]([CH3:24])[CH3:23])/[C:17](OCC)=[O:18])[CH:13]=2)[C:8]([CH3:25])=[N:7]1.[H-].C([Al+]CC(C)C)C(C)C.Cl, predict the reaction product. The product is: [CH3:1][O:2][CH2:3][CH2:4][CH2:5][N:6]1[C:14]2[C:9](=[CH:10][CH:11]=[C:12](/[CH:15]=[C:16](\[CH:22]([CH3:23])[CH3:24])/[CH2:17][OH:18])[CH:13]=2)[C:8]([CH3:25])=[N:7]1.[NH3:6]. (5) Given the reactants [Cl:1][C:2]1[CH:3]=[C:4]([CH:11]=[CH:12][C:13]=1[Cl:14])[CH:5]=[C:6]([C:9]#[N:10])[C:7]#[N:8].[BH4-].[Na+].Cl, predict the reaction product. The product is: [Cl:1][C:2]1[CH:3]=[C:4]([CH:11]=[CH:12][C:13]=1[Cl:14])[CH2:5][CH:6]([C:7]#[N:8])[C:9]#[N:10]. (6) Given the reactants [CH2:1]([O:3][P:4]([CH2:9][C:10]1[N:11]=[CH:12][C:13]([NH:16]C(=O)OC(C)(C)C)=[N:14][CH:15]=1)([O:6][CH2:7][CH3:8])=[O:5])[CH3:2].[ClH:24], predict the reaction product. The product is: [ClH:24].[NH2:16][C:13]1[N:14]=[CH:15][C:10]([CH2:9][P:4](=[O:5])([O:6][CH2:7][CH3:8])[O:3][CH2:1][CH3:2])=[N:11][CH:12]=1. (7) Given the reactants I[C:2]1[CH:3]=[CH:4][C:5]([CH:8]2[CH2:12][C:11]([CH3:14])([CH3:13])[N:10]([CH3:15])[C:9]2=[O:16])=[N:6][CH:7]=1.[C:17]([C:19]1[CH:24]=[CH:23][CH:22]=[CH:21][CH:20]=1)#[CH:18].C(N(CC)CC)C, predict the reaction product. The product is: [CH3:15][N:10]1[C:11]([CH3:14])([CH3:13])[CH2:12][CH:8]([C:5]2[CH:4]=[CH:3][C:2]([C:18]#[C:17][C:19]3[CH:24]=[CH:23][CH:22]=[CH:21][CH:20]=3)=[CH:7][N:6]=2)[C:9]1=[O:16]. (8) Given the reactants [C:1]([C:3]1[CH:8]=[CH:7][C:6](B(O)O)=[C:5]([CH3:12])[CH:4]=1)#[N:2].[CH3:13][C:14]1([CH3:21])[C:19](=[O:20])[CH:18]=[CH:17][CH2:16][CH2:15]1.C([O-])(=O)C.[Na+], predict the reaction product. The product is: [CH3:13][C:14]1([CH3:21])[CH2:15][CH2:16][CH:17]([C:6]2[CH:7]=[CH:8][C:3]([C:1]#[N:2])=[CH:4][C:5]=2[CH3:12])[CH2:18][C:19]1=[O:20]. (9) Given the reactants [N:1]([C:4]1[S:8][C:7]2[CH2:9][CH2:10][CH2:11][CH2:12][C:6]=2[C:5]=1[C:13]1[O:17][N:16]=[C:15]([C:18]([F:21])([F:20])[F:19])[N:14]=1)=[C:2]=[O:3].[NH:22]1[CH2:29][CH2:28][CH2:27][C@@H:23]1[C:24]([OH:26])=[O:25], predict the reaction product. The product is: [F:19][C:18]([F:21])([F:20])[C:15]1[N:14]=[C:13]([C:5]2[C:6]3[CH2:12][CH2:11][CH2:10][CH2:9][C:7]=3[S:8][C:4]=2[NH:1][C:2]([N:22]2[CH2:29][CH2:28][CH2:27][C@@H:23]2[C:24]([OH:26])=[O:25])=[O:3])[O:17][N:16]=1.